This data is from Full USPTO retrosynthesis dataset with 1.9M reactions from patents (1976-2016). The task is: Predict the reactants needed to synthesize the given product. (1) The reactants are: [NH2:1][C:2]1[CH:7]=[CH:6][C:5]([N+:8]([O-:10])=[O:9])=[CH:4][C:3]=1[SH:11].C(=O)([O-])[O-].[K+].[K+].Br[CH2:19][C:20](OC)=[O:21]. Given the product [N+:8]([C:5]1[CH:6]=[CH:7][C:2]2[NH:1][C:20](=[O:21])[CH2:19][S:11][C:3]=2[CH:4]=1)([O-:10])=[O:9], predict the reactants needed to synthesize it. (2) Given the product [C:1]([O:5][C:6]([C:8]1[C:27]([F:28])=[CH:26][C:11]([O:12][C@@H:13]2[CH2:18][CH2:17][CH2:16][N:15]([C:19]([O:21][C:22]([CH3:25])([CH3:24])[CH3:23])=[O:20])[CH2:14]2)=[C:10]([CH:30]2[CH2:32][CH2:31]2)[CH:9]=1)=[O:7])([CH3:4])([CH3:3])[CH3:2], predict the reactants needed to synthesize it. The reactants are: [C:1]([O:5][C:6]([C:8]1[C:27]([F:28])=[CH:26][C:11]([O:12][C@@H:13]2[CH2:18][CH2:17][CH2:16][N:15]([C:19]([O:21][C:22]([CH3:25])([CH3:24])[CH3:23])=[O:20])[CH2:14]2)=[C:10](Cl)[CH:9]=1)=[O:7])([CH3:4])([CH3:3])[CH3:2].[CH:30]1(B(O)O)[CH2:32][CH2:31]1.[O-]P([O-])([O-])=O.[K+].[K+].[K+].F[B-](F)(F)F.C1([PH+](C2CCCCC2)C2CCCCC2)CCCCC1.